From a dataset of Forward reaction prediction with 1.9M reactions from USPTO patents (1976-2016). Predict the product of the given reaction. Given the reactants [CH3:1][O:2][CH2:3][CH2:4][O:5][C:6]1[CH:15]=[CH:14][C:9]([C:10](OC)=O)=[CH:8][C:7]=1[N+:16]([O-:18])=[O:17].[BH4-].[Li+].Cl.S(Cl)([Cl:24])=O, predict the reaction product. The product is: [Cl:24][CH2:10][C:9]1[CH:14]=[CH:15][C:6]([O:5][CH2:4][CH2:3][O:2][CH3:1])=[C:7]([N+:16]([O-:18])=[O:17])[CH:8]=1.